Dataset: Catalyst prediction with 721,799 reactions and 888 catalyst types from USPTO. Task: Predict which catalyst facilitates the given reaction. Reactant: [H-].[Na+].[C:3]([O:7][C:8](=[O:16])[NH:9][C@H:10]1[CH2:14][CH2:13][NH:12][C:11]1=[O:15])([CH3:6])([CH3:5])[CH3:4].[C:17]1([S:23]([N:26]2[C:34]3[CH:33]=[CH:32][N:31]=[C:30]([Cl:35])[C:29]=3[CH:28]=[C:27]2[CH2:36]Br)(=[O:25])=[O:24])[CH:22]=[CH:21][CH:20]=[CH:19][CH:18]=1. Product: [C:3]([O:7][C:8](=[O:16])[NH:9][C@H:10]1[CH2:14][CH2:13][N:12]([CH2:36][C:27]2[N:26]([S:23]([C:17]3[CH:22]=[CH:21][CH:20]=[CH:19][CH:18]=3)(=[O:25])=[O:24])[C:34]3[CH:33]=[CH:32][N:31]=[C:30]([Cl:35])[C:29]=3[CH:28]=2)[C:11]1=[O:15])([CH3:6])([CH3:4])[CH3:5]. The catalyst class is: 3.